From a dataset of Full USPTO retrosynthesis dataset with 1.9M reactions from patents (1976-2016). Predict the reactants needed to synthesize the given product. (1) Given the product [CH3:1][C:2]1([O:15][CH2:16][CH2:17]/[CH:18]=[CH:27]/[C:28](=[O:30])[CH3:29])[CH2:3][CH2:4][N:5]([C:8]([O:10][C:11]([CH3:12])([CH3:13])[CH3:14])=[O:9])[CH2:6][CH2:7]1, predict the reactants needed to synthesize it. The reactants are: [CH3:1][C:2]1([O:15][CH2:16][CH2:17][CH:18]=O)[CH2:7][CH2:6][N:5]([C:8]([O:10][C:11]([CH3:14])([CH3:13])[CH3:12])=[O:9])[CH2:4][CH2:3]1.C1(P(C2C=CC=CC=2)(C2C=CC=CC=2)=[CH:27][C:28](=[O:30])[CH3:29])C=CC=CC=1.O. (2) Given the product [Br:1][C:2]1[CH:3]=[C:4]([CH:5]=[CH:6][CH:7]=1)[O:8][CH2:10][CH2:11][N:12]1[C:16](=[O:17])[C:15]2=[CH:18][CH:19]=[CH:20][CH:21]=[C:14]2[C:13]1=[O:22], predict the reactants needed to synthesize it. The reactants are: [Br:1][C:2]1[CH:3]=[C:4]([OH:8])[CH:5]=[CH:6][CH:7]=1.O[CH2:10][CH2:11][N:12]1[C:16](=[O:17])[C:15]2=[CH:18][CH:19]=[CH:20][CH:21]=[C:14]2[C:13]1=[O:22].C1(P(C2C=CC=CC=2)C2C=CC=CC=2)C=CC=CC=1.N(C(OCC)=O)=NC(OCC)=O. (3) Given the product [N:24]1[CH:10]=[CH:11][CH:12]=[C:13]([O:15][C:31]2[CH2:32][CH2:33][O:29][N:30]=2)[CH:22]=1, predict the reactants needed to synthesize it. The reactants are: FC(F)(F)C(O)=O.FC(F)(F)[CH2:10][CH2:11][CH2:12][C:13]([OH:15])=O.C(Cl)CCl.[CH2:22]([N:24](CC)CC)C.[O:29]1[CH:33]=[CH:32][CH:31]=[N:30]1. (4) Given the product [C:7]1(=[O:15])[CH2:8][CH2:9][CH2:10][CH2:11][CH2:12][CH2:13][CH2:14][NH:17]1, predict the reactants needed to synthesize it. The reactants are: NOS(O)(=O)=O.[C:7]1(=[O:15])[CH2:14][CH2:13][CH2:12][CH2:11][CH2:10][CH2:9][CH2:8]1.[Cl-].[NH4+:17].O. (5) Given the product [Cl:8][C:5]1[N:6]=[CH:7][C:2]([NH:1][S:10]([CH3:9])=[O:11])=[CH:3][N:4]=1, predict the reactants needed to synthesize it. The reactants are: [NH2:1][C:2]1[CH:3]=[N:4][C:5]([Cl:8])=[N:6][CH:7]=1.[CH3:9][S:10](Cl)=[O:11]. (6) Given the product [F:17][C:18]1[CH:31]=[C:30]([F:32])[CH:29]=[CH:28][C:19]=1[CH2:20][CH2:21][N:22]1[CH2:27][CH2:26][N:25]([C:12]([C:4]2[C:5]3[N:6]([CH:9]=[CH:10][N:11]=3)[CH:7]=[CH:8][C:3]=2[O:2][CH3:1])=[O:14])[CH2:24][CH2:23]1, predict the reactants needed to synthesize it. The reactants are: [CH3:1][O:2][C:3]1[CH:8]=[CH:7][N:6]2[CH:9]=[CH:10][N:11]=[C:5]2[C:4]=1[C:12]([OH:14])=O.Cl.Cl.[F:17][C:18]1[CH:31]=[C:30]([F:32])[CH:29]=[CH:28][C:19]=1[CH2:20][CH2:21][N:22]1[CH2:27][CH2:26][NH:25][CH2:24][CH2:23]1. (7) Given the product [CH3:1][O:2][C:3]1[CH:4]=[CH:5][C:6]([CH:9]2[CH2:18][CH2:17][C:12](=[O:13])[CH2:11][CH2:10]2)=[CH:7][CH:8]=1, predict the reactants needed to synthesize it. The reactants are: [CH3:1][O:2][C:3]1[CH:8]=[CH:7][C:6]([CH:9]2[CH2:18][CH2:17][C:12]3(OCC[O:13]3)[CH2:11][CH2:10]2)=[CH:5][CH:4]=1.Cl.